From a dataset of Forward reaction prediction with 1.9M reactions from USPTO patents (1976-2016). Predict the product of the given reaction. (1) The product is: [CH3:17][S:18]([C:8](=[O:16])[CH2:9][CH2:10][CH2:11][CH2:12][CH2:13][CH2:14][CH3:15])(=[O:20])=[O:19]. Given the reactants C(N(CC)CC)C.[CH2:8]([OH:16])[CH2:9][CH2:10][CH2:11][CH2:12][CH2:13][CH2:14][CH3:15].[CH3:17][S:18](Cl)(=[O:20])=[O:19], predict the reaction product. (2) Given the reactants [F:1][C:2]1[C:3]([N:17]=[CH:18][N:19]([CH3:21])[CH3:20])=[N:4][C:5]([O:8][CH2:9][C:10]2[CH:15]=[CH:14][C:13]([F:16])=[CH:12][CH:11]=2)=[N:6][CH:7]=1.N1CC[CH2:24][CH2:23]1.C12(CS(O)(=O)=O)C(C)(C)C(CC1)CC2=O, predict the reaction product. The product is: [F:1][C:2]1[C:3]([N:17]=[CH:18][N:19]2[CH2:21][CH2:24][CH2:23][CH2:20]2)=[N:4][C:5]([O:8][CH2:9][C:10]2[CH:11]=[CH:12][C:13]([F:16])=[CH:14][CH:15]=2)=[N:6][CH:7]=1. (3) Given the reactants [CH2:1]([NH:8][S:9]([C:12]1[CH:17]=[CH:16][C:15]([CH:18]=O)=[CH:14][CH:13]=1)(=[O:11])=[O:10])[C:2]1[CH:7]=[CH:6][CH:5]=[CH:4][CH:3]=1.[NH2:20][C:21]1[CH:22]=[C:23]([CH:27]=[CH:28][C:29]=1[NH2:30])[C:24]([NH2:26])=[O:25].S(S([O-])=O)([O-])(=O)=O.[Na+].[Na+], predict the reaction product. The product is: [CH2:1]([NH:8][S:9]([C:12]1[CH:13]=[CH:14][C:15]([C:18]2[NH:30][C:29]3[CH:28]=[CH:27][C:23]([C:24]([NH2:26])=[O:25])=[CH:22][C:21]=3[N:20]=2)=[CH:16][CH:17]=1)(=[O:10])=[O:11])[C:2]1[CH:3]=[CH:4][CH:5]=[CH:6][CH:7]=1. (4) Given the reactants C([O:5][C:6]([C:8]1[C:9]([N:25]([CH2:27][CH2:28][O:29][CH3:30])[CH3:26])=[N:10][C:11]2[C:16]([C:17]=1[C:18]1[CH:23]=[CH:22][CH:21]=[CH:20][CH:19]=1)=[CH:15][C:14]([Cl:24])=[CH:13][CH:12]=2)=[O:7])(C)(C)C.C(O)(C(F)(F)F)=O, predict the reaction product. The product is: [Cl:24][C:14]1[CH:15]=[C:16]2[C:11](=[CH:12][CH:13]=1)[N:10]=[C:9]([N:25]([CH2:27][CH2:28][O:29][CH3:30])[CH3:26])[C:8]([C:6]([OH:7])=[O:5])=[C:17]2[C:18]1[CH:23]=[CH:22][CH:21]=[CH:20][CH:19]=1. (5) Given the reactants [CH2:1]([N:3](CC)[CH2:4]C)C.[Br:8][C:9]1[CH:14]=[CH:13][C:12]([N:15]2[CH2:20][CH2:19][C:18](=O)[CH2:17][CH2:16]2)=[CH:11][CH:10]=1.Cl.CNC.[BH4-].[Na+], predict the reaction product. The product is: [Br:8][C:9]1[CH:14]=[CH:13][C:12]([N:15]2[CH2:20][CH2:19][CH:18]([N:3]([CH3:4])[CH3:1])[CH2:17][CH2:16]2)=[CH:11][CH:10]=1.